Dataset: Peptide-MHC class I binding affinity with 185,985 pairs from IEDB/IMGT. Task: Regression. Given a peptide amino acid sequence and an MHC pseudo amino acid sequence, predict their binding affinity value. This is MHC class I binding data. (1) The peptide sequence is WQIEYIHFL. The binding affinity (normalized) is 0.330. The MHC is Mamu-B8701 with pseudo-sequence Mamu-B8701. (2) The peptide sequence is ETIEILRNY. The MHC is HLA-A26:02 with pseudo-sequence HLA-A26:02. The binding affinity (normalized) is 1.00. (3) The peptide sequence is DLERKVESL. The MHC is HLA-A02:03 with pseudo-sequence HLA-A02:03. The binding affinity (normalized) is 0.258. (4) The peptide sequence is TDDNALAYY. The MHC is HLA-A30:02 with pseudo-sequence HLA-A30:02. The binding affinity (normalized) is 0.408. (5) The peptide sequence is ALYRRIQRR. The MHC is HLA-A68:02 with pseudo-sequence HLA-A68:02. The binding affinity (normalized) is 0. (6) The peptide sequence is EEVAIILASF. The MHC is HLA-B44:02 with pseudo-sequence HLA-B44:02. The binding affinity (normalized) is 0.598.